This data is from Microsomal clearance measurements from AstraZeneca. The task is: Regression/Classification. Given a drug SMILES string, predict its absorption, distribution, metabolism, or excretion properties. Task type varies by dataset: regression for continuous measurements (e.g., permeability, clearance, half-life) or binary classification for categorical outcomes (e.g., BBB penetration, CYP inhibition). For this dataset (clearance_microsome_az), we predict log10(clearance) (log10 of the in vitro intrinsic clearance, CLint, in uL/min per mg of human liver microsomal protein, equivalently mL/min/g; values are censored to the assay range of 3 to 150, which is 0.477 to 2.18 on this log10 scale). (1) The compound is C[C@@](C(=O)O[C@H]1C[N+]2(CC(=O)Nc3ccccc3)CCC1CC2)(c1ccccc1)N1CCCCC1. The log10(clearance) is 1.79. (2) The compound is Cc1ccc(NC(=O)c2ccoc2)cc1-n1cnc2ccc(N3CCN(C)CC3)cc2c1=O. The log10(clearance) is 0.780. (3) The molecule is O=C(NC[C@@H](O)CN1CCC(Oc2ccc(Cl)c(Cl)c2)CC1)c1c[nH]c(=O)c2cc(S(=O)(=O)NCCO)ccc12. The log10(clearance) is 0.780. (4) The log10(clearance) is 1.15. The molecule is Cc1ccc(C[C@@H](C(=O)O)N2CCC(CN3CCC(Oc4ccc(Cl)c(Cl)c4)CC3)CC2)cc1. (5) The log10(clearance) is 2.16. The compound is O=C(Nc1ccccn1)c1ccc2[nH]c(-c3ccc(NC(=O)C45CC6CC(CC(C6)C4)C5)cc3)nc2c1. (6) The compound is C[C@@H](NCc1ccccc1-c1ccc(CCNC[C@H](O)c2ccc(O)c3[nH]c(=O)sc23)cc1)c1ccccc1. The log10(clearance) is 2.02. (7) The compound is CC1=C(CC(=O)O)c2cc(F)ccc2/C1=C\c1ccc([S+](C)[O-])cc1. The log10(clearance) is 0.480. (8) The compound is Cc1cc(OCCCS(C)(=O)=O)cc(C)c1-c1cccc(COc2ccc3c(c2)OC[C@H]3CC(=O)O)c1. The log10(clearance) is 0.740. (9) The molecule is COc1ccccc1C(C#N)NC(=O)[C@@H]1CCCC[C@H]1C(=O)N1CCN(Cc2ccc(F)cc2)CC1. The log10(clearance) is 2.10. (10) The drug is CCCCc1oc2ccccc2c1C(=O)c1cc(I)c(OCCN(CC)CC)c(I)c1. The log10(clearance) is 1.43.